This data is from Full USPTO retrosynthesis dataset with 1.9M reactions from patents (1976-2016). The task is: Predict the reactants needed to synthesize the given product. (1) Given the product [CH3:19][N:20]([CH3:22])[CH:21]=[C:8]([C:5]1[CH:4]=[CH:3][C:2]([F:1])=[CH:7][CH:6]=1)[C:9](=[O:16])[C:10](=[CH:19][N:20]([CH3:22])[CH3:21])[C:11]([O:13][CH2:14][CH3:15])=[O:12], predict the reactants needed to synthesize it. The reactants are: [F:1][C:2]1[CH:7]=[CH:6][C:5]([CH2:8][C:9](=[O:16])[CH2:10][C:11]([O:13][CH2:14][CH3:15])=[O:12])=[CH:4][CH:3]=1.CO[CH:19](OC)[N:20]([CH3:22])[CH3:21].C1(C)C=CC=CC=1. (2) Given the product [CH3:17][C:16]1[CH:15]=[C:14]([CH3:18])[NH:13][C:12](=[O:19])[C:11]=1[CH2:10][NH:9][C:7](=[O:8])[C:6]1[CH:20]=[C:2]([C:31]2[S:30][C:29]([O:28][CH3:27])=[N:33][CH:32]=2)[CH:3]=[C:4]([N:22]([CH:24]([CH3:26])[CH3:25])[CH3:23])[C:5]=1[CH3:21], predict the reactants needed to synthesize it. The reactants are: Br[C:2]1[CH:3]=[C:4]([N:22]([CH:24]([CH3:26])[CH3:25])[CH3:23])[C:5]([CH3:21])=[C:6]([CH:20]=1)[C:7]([NH:9][CH2:10][C:11]1[C:12](=[O:19])[NH:13][C:14]([CH3:18])=[CH:15][C:16]=1[CH3:17])=[O:8].[CH3:27][O:28][C:29]1[S:30][C:31]([Sn](CCCC)(CCCC)CCCC)=[CH:32][N:33]=1. (3) Given the product [OH:14][CH:2]([CH2:3][OH:19])[CH2:1][O:4][C:5]1[CH:12]=[CH:11][C:8]([CH:9]=[O:10])=[CH:7][C:6]=1[Cl:13], predict the reactants needed to synthesize it. The reactants are: [CH2:1]([O:4][C:5]1[CH:12]=[CH:11][C:8]([CH:9]=[O:10])=[CH:7][C:6]=1[Cl:13])[CH:2]=[CH2:3].[OH2:14].C[N+]1([O-])CC[O:19]CC1. (4) Given the product [OH:29][NH:28][C:26](=[O:27])[C@:21]([N:20]([C:18](=[O:19])[C:17]1[CH:38]=[CH:39][C:14]([C:13]#[C:12][C:9]2[CH:10]=[CH:11][C:6]([CH2:5][O:4][C@@H:3]([CH3:40])[CH2:2][OH:1])=[CH:7][CH:8]=2)=[CH:15][CH:16]=1)[CH3:37])([CH3:36])[C:22]([NH:24][CH3:25])=[O:23], predict the reactants needed to synthesize it. The reactants are: [OH:1][CH2:2][C@H:3]([CH3:40])[O:4][CH2:5][C:6]1[CH:11]=[CH:10][C:9]([C:12]#[C:13][C:14]2[CH:39]=[CH:38][C:17]([C:18]([N:20]([CH3:37])[C@:21]([CH3:36])([C:26]([NH:28][O:29]C3CCCCO3)=[O:27])[C:22]([NH:24][CH3:25])=[O:23])=[O:19])=[CH:16][CH:15]=2)=[CH:8][CH:7]=1.O1CCOCC1.S(=O)(=O)(O)O.[Cl-].[Na+]. (5) Given the product [CH:16]([N:19]1[CH2:24][CH2:23][CH:22]([O:1][C:2]2[CH:14]=[C:13]3[C:5]([N:6]4[C:11](=[CH:12]3)[C:10](=[O:15])[NH:9][CH2:8][CH2:7]4)=[N:4][CH:3]=2)[CH2:21][CH2:20]1)([CH3:18])[CH3:17], predict the reactants needed to synthesize it. The reactants are: [OH:1][C:2]1[CH:14]=[C:13]2[C:5]([N:6]3[C:11](=[CH:12]2)[C:10](=[O:15])[NH:9][CH2:8][CH2:7]3)=[N:4][CH:3]=1.[CH:16]([N:19]1[CH2:24][CH2:23][CH:22](O)[CH2:21][CH2:20]1)([CH3:18])[CH3:17].C1(P(C2C=CC=CC=2)C2C=CC=CC=2)C=CC=CC=1.CC(OC(/N=N/C(OC(C)(C)C)=O)=O)(C)C.